This data is from Full USPTO retrosynthesis dataset with 1.9M reactions from patents (1976-2016). The task is: Predict the reactants needed to synthesize the given product. (1) The reactants are: [N:1]([CH2:4][CH2:5][C:6]1[CH:7]=[C:8]2[C:21](=[CH:22][C:23]=1[N+:24]([O-])=O)[CH2:20][C@:10]1([C:18]3[C:13](=[N:14][CH:15]=[CH:16][CH:17]=3)[NH:12][C:11]1=[O:19])[CH2:9]2)=[N+]=[N-]. Given the product [NH2:24][C:23]1[CH:22]=[C:21]2[C:8](=[CH:7][C:6]=1[CH2:5][CH2:4][NH2:1])[CH2:9][C@@:10]1([C:18]3[C:13](=[N:14][CH:15]=[CH:16][CH:17]=3)[NH:12][C:11]1=[O:19])[CH2:20]2, predict the reactants needed to synthesize it. (2) The reactants are: C[Si]([N-][Si](C)(C)C)(C)C.[Na+].C[O:12][C:13](=O)[C:14]1[CH:19]=[C:18]([CH:20]=[CH:21][C:22]([O:24]CC)=[O:23])[CH:17]=[N:16][C:15]=1[NH:27][C:28](=[O:30])[CH3:29].CO.O. Given the product [OH:12][C:13]1[C:14]2[CH:19]=[C:18]([CH:20]=[CH:21][C:22]([OH:24])=[O:23])[CH:17]=[N:16][C:15]=2[NH:27][C:28](=[O:30])[CH:29]=1, predict the reactants needed to synthesize it. (3) Given the product [P:45]([OH:47])([OH:46])([O:14][CH2:13][CH2:12][C:11]([N:7]1[C:8]2[C:4](=[CH:3][C:2]([Br:1])=[CH:10][CH:9]=2)[C:5](/[C:16](/[C:28]#[N:29])=[CH:17]/[C:18]2[CH:19]=[C:20]([C:21]#[N:22])[CH:23]=[CH:24][C:25]=2[O:26][CH3:27])=[CH:6]1)=[O:15])=[O:44], predict the reactants needed to synthesize it. The reactants are: [Br:1][C:2]1[CH:3]=[C:4]2[C:8](=[CH:9][CH:10]=1)[N:7]([C:11](=[O:15])[CH2:12][CH2:13][OH:14])[CH:6]=[C:5]2/[C:16](/[C:28]#[N:29])=[CH:17]/[C:18]1[CH:19]=[C:20]([CH:23]=[CH:24][C:25]=1[O:26][CH3:27])[C:21]#[N:22].CCN(C(C)C)C(C)C.O=P(Cl)(Cl)Cl.[OH:44][P:45]([O-])([OH:47])=[O:46].[K+]. (4) Given the product [O:1]=[C:2]1[C:11]2=[CH:12][NH:13][N:14]=[C:10]2[C:9]2[CH:8]=[CH:7][C:6]([C:23]3[CH:28]=[CH:27][CH:26]=[CH:25][C:24]=3[NH:29][S:30]([CH3:33])(=[O:32])=[O:31])=[CH:5][C:4]=2[N:3]1[CH2:34][C:35]([F:36])([F:37])[F:38], predict the reactants needed to synthesize it. The reactants are: [O:1]=[C:2]1[C:11]2[CH2:12][NH:13][N:14](COCC[Si](C)(C)C)[C:10]=2[C:9]2[CH:8]=[CH:7][C:6]([C:23]3[CH:28]=[CH:27][CH:26]=[CH:25][C:24]=3[NH:29][S:30]([CH3:33])(=[O:32])=[O:31])=[CH:5][C:4]=2[N:3]1[CH2:34][C:35]([F:38])([F:37])[F:36].O=C1C2=CN(COCC[Si](C)(C)C)N=C2C2C=CC(C3C=CC=CC=3NS(C)(=O)=O)=CC=2N1CC(F)(F)F.